Dataset: Forward reaction prediction with 1.9M reactions from USPTO patents (1976-2016). Task: Predict the product of the given reaction. The product is: [S:27]1[C:23]([C:2]2[C:3]3[S:17][CH:16]=[CH:15][C:4]=3[N:5]=[C:6]([C:8]3[CH:9]=[C:10]([OH:14])[CH:11]=[CH:12][CH:13]=3)[N:7]=2)=[CH:24][N:25]=[CH:26]1. Given the reactants Br[C:2]1[C:3]2[S:17][CH:16]=[CH:15][C:4]=2[N:5]=[C:6]([C:8]2[CH:9]=[C:10]([OH:14])[CH:11]=[CH:12][CH:13]=2)[N:7]=1.C([Sn](CCCC)(CCCC)[C:23]1[S:27][CH:26]=[N:25][CH:24]=1)CCC, predict the reaction product.